Dataset: Full USPTO retrosynthesis dataset with 1.9M reactions from patents (1976-2016). Task: Predict the reactants needed to synthesize the given product. (1) The reactants are: F[C:2]1[CH:7]=[CH:6][C:5]([CH2:8][OH:9])=[CH:4][C:3]=1[Cl:10].[NH2:11][C:12]1[CH:16]=[CH:15][N:14]([CH3:17])[N:13]=1.Cl[C:19]1[C:28]2[C:23](=[CH:24][CH:25]=[C:26]([OH:29])[CH:27]=2)[N:22]=[CH:21][N:20]=1. Given the product [Cl:10][C:3]1[CH:4]=[C:5]([CH2:8][OH:9])[CH:6]=[CH:7][C:2]=1[O:29][C:26]1[CH:27]=[C:28]2[C:23](=[CH:24][CH:25]=1)[N:22]=[CH:21][N:20]=[C:19]2[NH:11][C:12]1[CH:16]=[CH:15][N:14]([CH3:17])[N:13]=1, predict the reactants needed to synthesize it. (2) Given the product [Br:1][C:2]1[CH:3]=[CH:4][C:5]([F:18])=[C:6]([C@:8]2([CH3:17])[CH2:9][S:10](=[O:16])(=[O:15])[CH2:11][C:12]([NH2:19])=[N:13]2)[CH:7]=1, predict the reactants needed to synthesize it. The reactants are: [Br:1][C:2]1[CH:3]=[CH:4][C:5]([F:18])=[C:6]([C@@:8]2([CH3:17])[NH:13][C:12](=S)[CH2:11][S:10](=[O:16])(=[O:15])[CH2:9]2)[CH:7]=1.[NH3:19]. (3) Given the product [N:1]([CH2:16][C:15]1[S:14][C:13]2[CH:22]=[CH:23][CH:24]=[CH:25][C:12]=2[C:11]=1[C:5]1[CH:10]=[CH:9][CH:8]=[CH:7][CH:6]=1)=[N+:2]=[N-:3], predict the reactants needed to synthesize it. The reactants are: [N-:1]=[N+:2]=[N-:3].[Na+].[C:5]1([C:11]2[C:12]3[CH:25]=[CH:24][CH:23]=[CH:22][C:13]=3[S:14][C:15]=2[CH2:16]OS(C)(=O)=O)[CH:10]=[CH:9][CH:8]=[CH:7][CH:6]=1. (4) Given the product [C:25]([O:24][C:22](=[O:23])[NH:21][CH:10]([C:9](=[O:29])[NH:33][CH2:32][C:31]#[N:30])[CH2:11][C:12]1[CH:13]=[C:14]([I:20])[C:15]([OH:19])=[C:16]([I:18])[CH:17]=1)([CH3:26])([CH3:27])[CH3:28], predict the reactants needed to synthesize it. The reactants are: O=C1CCC(=O)N1O[C:9](=[O:29])[CH:10]([NH:21][C:22]([O:24][C:25]([CH3:28])([CH3:27])[CH3:26])=[O:23])[CH2:11][C:12]1[CH:17]=[C:16]([I:18])[C:15]([OH:19])=[C:14]([I:20])[CH:13]=1.[NH2:30][CH2:31][C:32]#[N:33].CN1CCOCC1. (5) Given the product [C:28]([C:27]1[CH:23]=[N:24][N:25]2[C:5]([C:7]3[CH:8]=[C:9]([N:13]([CH2:19][CH3:20])[C:14]([CH:16]4[CH2:17][CH2:18]4)=[O:15])[CH:10]=[CH:11][CH:12]=3)=[CH:4][CH:3]=[N:2][C:21]=12)(=[O:29])[C:30]1[CH:35]=[CH:34][CH:33]=[CH:32][CH:31]=1, predict the reactants needed to synthesize it. The reactants are: C[N:2]([CH3:21])[CH:3]=[CH:4][C:5]([C:7]1[CH:8]=[C:9]([N:13]([CH2:19][CH3:20])[C:14]([CH:16]2[CH2:18][CH2:17]2)=[O:15])[CH:10]=[CH:11][CH:12]=1)=O.N[C:23]1[C:27]([C:28]([C:30]2[CH:35]=[CH:34][CH:33]=[CH:32][CH:31]=2)=[O:29])=C[NH:25][N:24]=1. (6) Given the product [I:23][C:21]1[CH:20]=[C:19]([S:24]([NH:27][C:9](=[O:10])[O:11][C:12]([CH3:13])([CH3:14])[CH3:15])(=[O:25])=[O:26])[CH:18]=[C:17]([I:16])[CH:22]=1, predict the reactants needed to synthesize it. The reactants are: [C:9](O[C:9]([O:11][C:12]([CH3:15])([CH3:14])[CH3:13])=[O:10])([O:11][C:12]([CH3:15])([CH3:14])[CH3:13])=[O:10].[I:16][C:17]1[CH:18]=[C:19]([S:24]([NH2:27])(=[O:26])=[O:25])[CH:20]=[C:21]([I:23])[CH:22]=1.C(N(CC)CC)C. (7) Given the product [CH2:1]([C:3]1([CH2:25][CH3:26])[CH2:4][CH:5]([CH2:9][CH2:10][N:11]2[CH2:16][CH2:15][N:14]([C:17]3[CH:18]=[CH:21][CH:22]=[C:23]([OH:39])[CH:24]=3)[CH2:13][CH2:12]2)[O:6][C:7]1=[O:8])[CH3:2], predict the reactants needed to synthesize it. The reactants are: [CH2:1]([C:3]1([CH2:25][CH3:26])[C:7](=[O:8])[O:6][CH:5]([CH2:9][CH2:10][N:11]2[CH2:16][CH2:15][N:14]([C:17]3[CH:24]=[CH:23][CH:22]=[CH:21][C:18]=3C#N)[CH2:13][CH2:12]2)[CH2:4]1)[CH3:2].N1(C2C=C([OH:39])C=CC=2)CCNCC1.N1(C2C=CC=CC=2C#N)CCNCC1.